Task: Predict the product of the given reaction.. Dataset: Forward reaction prediction with 1.9M reactions from USPTO patents (1976-2016) (1) Given the reactants [CH3:1][C:2]1[N:7]=[CH:6][C:5]([O:8][C:9]2[CH:14]=[CH:13][C:12]([N+:15]([O-])=O)=[CH:11][CH:10]=2)=[CH:4][CH:3]=1, predict the reaction product. The product is: [CH3:1][C:2]1[N:7]=[CH:6][C:5]([O:8][C:9]2[CH:14]=[CH:13][C:12]([NH2:15])=[CH:11][CH:10]=2)=[CH:4][CH:3]=1. (2) Given the reactants [C:1]([CH:5]1[CH2:10][CH2:9][CH:8]([CH2:11][C:12]2[CH:13]=[C:14]3[C:19](=[CH:20][CH:21]=2)[CH:18]=[C:17]([CH2:22][N:23]2[CH2:28][CH2:27][CH:26]([C:29]([O:31]CC)=[O:30])[CH2:25][CH2:24]2)[CH:16]=[CH:15]3)[CH2:7][CH2:6]1)([CH3:4])([CH3:3])[CH3:2].[OH-].[Na+].O.Cl, predict the reaction product. The product is: [C:1]([CH:5]1[CH2:6][CH2:7][CH:8]([CH2:11][C:12]2[CH:13]=[C:14]3[C:19](=[CH:20][CH:21]=2)[CH:18]=[C:17]([CH2:22][N:23]2[CH2:28][CH2:27][CH:26]([C:29]([OH:31])=[O:30])[CH2:25][CH2:24]2)[CH:16]=[CH:15]3)[CH2:9][CH2:10]1)([CH3:4])([CH3:2])[CH3:3]. (3) The product is: [CH3:1][C:2]1[CH:3]=[C:4]([CH:22]=[CH:23][C:24]=1[CH3:25])[C:5]([C:7]1[C:16](=[O:17])[C:15]2[C:10](=[CH:11][CH:12]=[C:13]([C:18]([F:21])([F:19])[F:20])[CH:14]=2)[N:9]([CH2:31][C:30]2[CH:33]=[CH:34][CH:35]=[CH:36][C:29]=2[F:28])[CH:8]=1)=[O:6]. Given the reactants [CH3:1][C:2]1[CH:3]=[C:4]([CH:22]=[CH:23][C:24]=1[CH3:25])[C:5]([C:7]1[C:16](=[O:17])[C:15]2[C:10](=[CH:11][CH:12]=[C:13]([C:18]([F:21])([F:20])[F:19])[CH:14]=2)[NH:9][CH:8]=1)=[O:6].[H-].[Na+].[F:28][C:29]1[CH:36]=[CH:35][CH:34]=[CH:33][C:30]=1[CH2:31]Br.C(OCC)(=O)C, predict the reaction product. (4) Given the reactants Cl[C:2]1[CH:23]=[CH:22][C:5]([C:6]([NH:8][C:9]2[CH:14]=[CH:13][C:12]([Cl:15])=[C:11]([C:16]3[CH:21]=[CH:20][CH:19]=[CH:18][N:17]=3)[CH:10]=2)=[O:7])=[C:4]([CH3:24])[N:3]=1.[NH2:25][CH2:26][CH2:27][C:28]1[N:32]=[CH:31][NH:30][CH:29]=1, predict the reaction product. The product is: [NH:30]1[CH:29]=[C:28]([CH2:27][CH2:26][NH:25][C:2]2[CH:23]=[CH:22][C:5]([C:6]([NH:8][C:9]3[CH:14]=[CH:13][C:12]([Cl:15])=[C:11]([C:16]4[CH:21]=[CH:20][CH:19]=[CH:18][N:17]=4)[CH:10]=3)=[O:7])=[C:4]([CH3:24])[N:3]=2)[N:32]=[CH:31]1. (5) Given the reactants [CH:1]1[C:6]([N+:7]([O-])=O)=[CH:5][CH:4]=[C:3]([O:10][CH:11]2[O:16][CH:15]([CH2:17][OH:18])[CH:14]([OH:19])[CH:13]([OH:20])[CH:12]2[OH:21])[CH:2]=1.[H][H], predict the reaction product. The product is: [C@@H:11]1([O:10][C:3]2[CH:4]=[CH:5][C:6]([NH2:7])=[CH:1][CH:2]=2)[O:16][C@H:15]([CH2:17][OH:18])[C@@H:14]([OH:19])[C@H:13]([OH:20])[C@H:12]1[OH:21]. (6) Given the reactants C(OC([NH:11][C:12]([CH2:31][N:32]1[CH2:37][CH2:36][CH2:35][CH2:34][CH2:33]1)([CH2:18][CH2:19][CH2:20][CH2:21][B:22]1[O:26]C(C)(C)C(C)(C)[O:23]1)[C:13]([O:15]CC)=[O:14])=O)C1C=CC=CC=1.[ClH:38], predict the reaction product. The product is: [ClH:38].[ClH:38].[NH2:11][C:12]([CH2:31][N:32]1[CH2:37][CH2:36][CH2:35][CH2:34][CH2:33]1)([CH2:18][CH2:19][CH2:20][CH2:21][B:22]([OH:26])[OH:23])[C:13]([OH:15])=[O:14]. (7) Given the reactants C(N(CC)CC)C.[O:8]=[CH:9][C:10]1[CH:18]=[CH:17][C:15]([OH:16])=[C:12]([O:13][CH3:14])[CH:11]=1.[C:19](OC(=O)C)(=[O:21])[CH3:20], predict the reaction product. The product is: [C:19]([O:16][C:15]1[CH:17]=[CH:18][C:10]([CH:9]=[O:8])=[CH:11][C:12]=1[O:13][CH3:14])(=[O:21])[CH3:20].